This data is from Full USPTO retrosynthesis dataset with 1.9M reactions from patents (1976-2016). The task is: Predict the reactants needed to synthesize the given product. (1) Given the product [CH3:38][N:28]([CH3:27])[CH2:29][CH2:30][C:31]1[CH:37]=[CH:36][C:34]([NH:35]/[C:16](=[C:6]2\[C:5](=[O:26])[NH:4][C:12]3[C:7]\2=[CH:8][C:9]([N+:13]([O-:15])=[O:14])=[CH:10][CH:11]=3)/[C:17]2[CH:18]=[CH:19][CH:20]=[CH:21][CH:22]=2)=[CH:33][CH:32]=1, predict the reactants needed to synthesize it. The reactants are: C([N:4]1[C:12]2[C:7](=[CH:8][C:9]([N+:13]([O-:15])=[O:14])=[CH:10][CH:11]=2)[C:6](=[C:16](OCC)[C:17]2[CH:22]=[CH:21][CH:20]=[CH:19][CH:18]=2)[C:5]1=[O:26])(=O)C.[CH3:27][N:28]([CH3:38])[CH2:29][CH2:30][C:31]1[CH:37]=[CH:36][C:34]([NH2:35])=[CH:33][CH:32]=1.[OH-].[Na+]. (2) The reactants are: [I-].C[S+](C)(C)=O.[CH3:7]C(C)([O-])C.[K+].[C:13]([CH:15]=[C:16]1[CH2:21][CH2:20][N:19]([C:22]2[CH:27]=[CH:26][C:25]([N:28]3[CH2:32][C@H:31]([CH2:33][NH:34][C:35](=[O:37])[CH3:36])[O:30][C:29]3=[O:38])=[CH:24][CH:23]=2)[CH2:18][CH2:17]1)#[N:14].[Cl-].[NH4+]. Given the product [C:13]([CH:15]1[C:16]2([CH2:21][CH2:20][N:19]([C:22]3[CH:27]=[CH:26][C:25]([N:28]4[CH2:32][C@H:31]([CH2:33][NH:34][C:35](=[O:37])[CH3:36])[O:30][C:29]4=[O:38])=[CH:24][CH:23]=3)[CH2:18][CH2:17]2)[CH2:7]1)#[N:14], predict the reactants needed to synthesize it. (3) The reactants are: [N:1]([CH:4]([C:9]1[CH:14]=[CH:13][C:12]([O:15][C:16]([F:19])([F:18])[F:17])=[CH:11][CH:10]=1)[C:5]([F:8])([F:7])[F:6])=[N+]=[N-]. Given the product [F:6][C:5]([F:7])([F:8])[CH:4]([C:9]1[CH:14]=[CH:13][C:12]([O:15][C:16]([F:17])([F:18])[F:19])=[CH:11][CH:10]=1)[NH2:1], predict the reactants needed to synthesize it. (4) Given the product [S:11]1[CH:15]=[CH:14][C:13]([C:2]2[CH:3]=[C:4]([CH2:5][CH2:6][OH:7])[CH:8]=[CH:9][CH:10]=2)=[CH:12]1, predict the reactants needed to synthesize it. The reactants are: Br[C:2]1[CH:3]=[C:4]([CH:8]=[CH:9][CH:10]=1)[CH2:5][CH2:6][OH:7].[S:11]1[CH:15]=[CH:14][C:13](B(O)O)=[CH:12]1.C([O-])([O-])=O.[Na+].[Na+]. (5) Given the product [C:20]([O:23][CH2:24][C:25]1[C:26]([N:40]2[CH2:52][CH2:51][N:43]3[C:44]4[CH2:45][CH2:46][CH2:47][CH2:48][C:49]=4[CH:50]=[C:42]3[C:41]2=[O:53])=[CH:27][CH:28]=[CH:29][C:30]=1[C:2]1[CH:3]=[C:4]([NH:10][C:11]2[CH:19]=[C:14]3[CH2:15][O:16][CH2:17][CH2:18][N:13]3[N:12]=2)[C:5](=[O:9])[N:6]([CH3:8])[N:7]=1)(=[O:22])[CH3:21], predict the reactants needed to synthesize it. The reactants are: Cl[C:2]1[CH:3]=[C:4]([NH:10][C:11]2[CH:19]=[C:14]3[CH2:15][O:16][CH2:17][CH2:18][N:13]3[N:12]=2)[C:5](=[O:9])[N:6]([CH3:8])[N:7]=1.[C:20]([O:23][CH2:24][C:25]1[C:30](B2OC(C)(C)C(C)(C)O2)=[CH:29][CH:28]=[CH:27][C:26]=1[N:40]1[CH2:52][CH2:51][N:43]2[C:44]3[CH2:45][CH2:46][CH2:47][CH2:48][C:49]=3[CH:50]=[C:42]2[C:41]1=[O:53])(=[O:22])[CH3:21].[O-]P([O-])([O-])=O.[K+].[K+].[K+].CC([O-])=O.[Na+]. (6) Given the product [CH3:23][S:24]([O:1][CH2:2][CH:3]([C:17]1[CH:22]=[CH:21][CH:20]=[CH:19][CH:18]=1)[C:4]([NH:6][C:7]1[CH:8]=[C:9]2[C:14](=[CH:15][CH:16]=1)[CH:13]=[N:12][CH:11]=[CH:10]2)=[O:5])(=[O:26])=[O:25], predict the reactants needed to synthesize it. The reactants are: [OH:1][CH2:2][CH:3]([C:17]1[CH:22]=[CH:21][CH:20]=[CH:19][CH:18]=1)[C:4]([NH:6][C:7]1[CH:8]=[C:9]2[C:14](=[CH:15][CH:16]=1)[CH:13]=[N:12][CH:11]=[CH:10]2)=[O:5].[CH3:23][S:24](Cl)(=[O:26])=[O:25]. (7) The reactants are: [O:1]1[CH2:6][CH2:5][CH:4]([NH2:7])[CH2:3][CH2:2]1.[CH2:8]([N:15]=[C:16]=[O:17])[C:9]1[CH:14]=[CH:13][CH:12]=[CH:11][CH:10]=1.[C:18](Cl)(=[O:23])[CH2:19][C:20](Cl)=[O:21]. Given the product [C:9]1([CH2:8][N:15]2[C:20](=[O:21])[CH2:19][C:18](=[O:23])[N:7]([CH:4]3[CH2:5][CH2:6][O:1][CH2:2][CH2:3]3)[C:16]2=[O:17])[CH:14]=[CH:13][CH:12]=[CH:11][CH:10]=1, predict the reactants needed to synthesize it.